Dataset: Reaction yield outcomes from USPTO patents with 853,638 reactions. Task: Predict the reaction yield, written as a fraction of the theoretical maximum amount of product (1.0 means a 100% yield; for example, 0.34 means a 34% yield). (1) The reactants are [CH:1]1[C:13]2[CH:12]([CH2:14][O:15][C:16]([NH:18][C@@H:19]([CH2:27][C:28]3[CH:29]=[N:30][C:31]([C:34]4[CH:39]=[CH:38][C:37]([O:40][CH3:41])=[CH:36][C:35]=4[CH2:42][CH3:43])=[CH:32][CH:33]=3)[C:20]([O:22]C(C)(C)C)=[O:21])=[O:17])[C:11]3[C:6](=[CH:7][CH:8]=[CH:9][CH:10]=3)[C:5]=2[CH:4]=[CH:3][CH:2]=1.[Cl-:44].[Ca+2].[Cl-]. The catalyst is C(O)(C(F)(F)F)=O. The product is [ClH:44].[CH:10]1[C:11]2[CH:12]([CH2:14][O:15][C:16]([NH:18][C@@H:19]([CH2:27][C:28]3[CH:29]=[N:30][C:31]([C:34]4[CH:39]=[CH:38][C:37]([O:40][CH3:41])=[CH:36][C:35]=4[CH2:42][CH3:43])=[CH:32][CH:33]=3)[C:20]([OH:22])=[O:21])=[O:17])[C:13]3[C:5](=[CH:4][CH:3]=[CH:2][CH:1]=3)[C:6]=2[CH:7]=[CH:8][CH:9]=1. The yield is 0.840. (2) The yield is 0.250. No catalyst specified. The reactants are [Br:1][C:2]1[CH:7]=[CH:6][C:5]([O:8][CH2:9][CH:10](OC)OC)=[CH:4][CH:3]=1.C(=O)([O-])[O-].[Na+].[Na+]. The product is [Br:1][C:2]1[CH:7]=[CH:6][C:5]2[O:8][CH:9]=[CH:10][C:4]=2[CH:3]=1. (3) The reactants are [CH3:1][O:2][C:3]([C:5]1[S:19][C:8]2=[N:9][C:10]([S:13][CH2:14][C:15]([O:17][CH3:18])=[O:16])=[CH:11][CH:12]=[C:7]2[C:6]=1[O:20][CH2:21][C:22]([O:24][CH2:25][CH3:26])=[O:23])=[O:4].C1C=C(Cl)C=C(C(OO)=[O:35])C=1. The catalyst is C(Cl)Cl. The product is [CH3:1][O:2][C:3]([C:5]1[S:19][C:8]2=[N:9][C:10]([S:13]([CH2:14][C:15]([O:17][CH3:18])=[O:16])=[O:35])=[CH:11][CH:12]=[C:7]2[C:6]=1[O:20][CH2:21][C:22]([O:24][CH2:25][CH3:26])=[O:23])=[O:4]. The yield is 0.800. (4) The reactants are N(C(OC(C)C)=O)=NC(OC(C)C)=O.[CH3:15][O:16][C:17]([C:19]1[S:20][C:21]([CH2:24][CH2:25][CH2:26][C@H:27]2[CH2:31][CH2:30][CH:29]=[C:28]2[C:32]2[CH:37]=[CH:36][C:35]([C@@H:38]([OH:44])[CH2:39][CH2:40][CH2:41][CH2:42][CH3:43])=[CH:34][CH:33]=2)=[CH:22][CH:23]=1)=[O:18].C1C=CC(P(C2C=CC=CC=2)C2C=CC=CC=2)=CC=1.[N+:64]([C:67]1[CH:75]=[CH:74][C:70]([C:71](O)=[O:72])=[CH:69][CH:68]=1)([O-:66])=[O:65].C([O-])(O)=O.[Na+]. The catalyst is C1COCC1. The product is [CH3:15][O:16][C:17]([C:19]1[S:20][C:21]([CH2:24][CH2:25][CH2:26][C@H:27]2[CH2:31][CH2:30][CH:29]=[C:28]2[C:32]2[CH:33]=[CH:34][C:35]([C@H:38]([O:44][C:71](=[O:72])[C:70]3[CH:69]=[CH:68][C:67]([N+:64]([O-:66])=[O:65])=[CH:75][CH:74]=3)[CH2:39][CH2:40][CH2:41][CH2:42][CH3:43])=[CH:36][CH:37]=2)=[CH:22][CH:23]=1)=[O:18]. The yield is 0.630. (5) The reactants are [C:1]([O:5][C:6]([N:8]1[CH:13]([CH2:14][C:15]2[CH:19]=[CH:18][NH:17][N:16]=2)[CH2:12][CH:11]([N:20]([CH2:25][C:26]2[CH:31]=[C:30]([C:32]([F:35])([F:34])[F:33])[CH:29]=[C:28]([C:36]([F:39])([F:38])[F:37])[CH:27]=2)[C:21]([O:23][CH3:24])=[O:22])[CH2:10][CH:9]1[CH2:40][CH3:41])=[O:7])([CH3:4])([CH3:3])[CH3:2].C(=O)([O-])[O-].[K+].[K+].I[CH2:49][CH3:50].O. The catalyst is CN(C=O)C. The product is [C:1]([O:5][C:6]([N:8]1[CH:13]([CH2:14][C:15]2[CH:19]=[CH:18][N:17]([CH2:49][CH3:50])[N:16]=2)[CH2:12][CH:11]([N:20]([CH2:25][C:26]2[CH:31]=[C:30]([C:32]([F:35])([F:34])[F:33])[CH:29]=[C:28]([C:36]([F:38])([F:37])[F:39])[CH:27]=2)[C:21]([O:23][CH3:24])=[O:22])[CH2:10][CH:9]1[CH2:40][CH3:41])=[O:7])([CH3:4])([CH3:3])[CH3:2]. The yield is 0.440.